This data is from Forward reaction prediction with 1.9M reactions from USPTO patents (1976-2016). The task is: Predict the product of the given reaction. Given the reactants [CH3:1][C@@H:2]1[C:10]2[C:5](=[CH:6][C:7](B3OCCNCCO3)=[CH:8][CH:9]=2)[CH2:4][N:3]1[C:19]([C:32]1[CH:37]=[CH:36][CH:35]=[CH:34][CH:33]=1)([C:26]1[CH:31]=[CH:30][CH:29]=[CH:28][CH:27]=1)[C:20]1[CH:25]=[CH:24][CH:23]=[CH:22][CH:21]=1.Br[C:39]1[C:48]([O:49][CH:50]([F:52])[F:51])=[C:47]2[C:42]([C:43](=[O:57])[NH:44][C:45](=[O:56])[N:46]2[CH:53]2[CH2:55][CH2:54]2)=[CH:41][CH:40]=1.C(=O)([O-])[O-].[Na+].[Na+], predict the reaction product. The product is: [CH:53]1([N:46]2[C:47]3[C:42](=[CH:41][CH:40]=[C:39]([C:7]4[CH:6]=[C:5]5[C:10](=[CH:9][CH:8]=4)[C@@H:2]([CH3:1])[N:3]([C:19]([C:26]4[CH:27]=[CH:28][CH:29]=[CH:30][CH:31]=4)([C:32]4[CH:33]=[CH:34][CH:35]=[CH:36][CH:37]=4)[C:20]4[CH:21]=[CH:22][CH:23]=[CH:24][CH:25]=4)[CH2:4]5)[C:48]=3[O:49][CH:50]([F:51])[F:52])[C:43](=[O:57])[NH:44][C:45]2=[O:56])[CH2:54][CH2:55]1.